Dataset: Full USPTO retrosynthesis dataset with 1.9M reactions from patents (1976-2016). Task: Predict the reactants needed to synthesize the given product. (1) Given the product [NH2:1][C:4]1[CH:23]=[CH:22][C:7]([O:8][C:9]2[N:14]=[CH:13][N:12]=[C:11]([NH:15][C:16]3[CH:21]=[CH:20][CH:19]=[CH:18][CH:17]=3)[CH:10]=2)=[CH:6][CH:5]=1, predict the reactants needed to synthesize it. The reactants are: [N+:1]([C:4]1[CH:23]=[CH:22][C:7]([O:8][C:9]2[N:14]=[CH:13][N:12]=[C:11]([NH:15][C:16]3[CH:21]=[CH:20][CH:19]=[CH:18][CH:17]=3)[CH:10]=2)=[CH:6][CH:5]=1)([O-])=O.[Cl-].[NH4+].C(O)C.O. (2) Given the product [CH2:21]([Sn:12]([CH2:13][CH2:14][CH2:15][CH3:16])([CH2:17][CH2:18][CH2:19][CH3:20])[C:7]1[S:11][CH:10]=[N:9][CH:8]=1)[CH2:22][CH2:23][CH3:24], predict the reactants needed to synthesize it. The reactants are: [Li]CCCC.Br[C:7]1[S:11][CH:10]=[N:9][CH:8]=1.[Sn:12](Cl)([CH2:21][CH2:22][CH2:23][CH3:24])([CH2:17][CH2:18][CH2:19][CH3:20])[CH2:13][CH2:14][CH2:15][CH3:16].Cl. (3) Given the product [CH3:26][N:2]([CH3:1])[C:3]([C:5]1[N:10]=[C:9]2[C:11]([CH3:15])=[C:12]([CH3:14])[N:13]([CH2:29][C:30]3[CH:35]=[CH:34][CH:33]=[CH:32][CH:31]=3)[C:8]2=[C:7]([NH:16][CH2:17][C:18]2[C:23]([CH3:24])=[CH:22][CH:21]=[CH:20][C:19]=2[CH3:25])[CH:6]=1)=[O:4], predict the reactants needed to synthesize it. The reactants are: [CH3:1][N:2]([CH3:26])[C:3]([C:5]1[N:10]=[C:9]2[C:11]([CH3:15])=[C:12]([CH3:14])[NH:13][C:8]2=[C:7]([NH:16][CH2:17][C:18]2[C:23]([CH3:24])=[CH:22][CH:21]=[CH:20][C:19]=2[CH3:25])[CH:6]=1)=[O:4].[H-].[Na+].[CH2:29](Br)[C:30]1[CH:35]=[CH:34][CH:33]=[CH:32][CH:31]=1.[Cl-].[NH4+].C(OC(C)C)(C)C. (4) Given the product [Cl:8][C:9]1[CH:10]=[CH:11][C:12]([S:15][CH2:16][C:17]2[N:7]=[CH:5][NH:6][C:19](=[O:20])[CH:18]=2)=[CH:13][CH:14]=1, predict the reactants needed to synthesize it. The reactants are: C(O)(=O)C.[CH:5]([NH2:7])=[NH:6].[Cl:8][C:9]1[CH:14]=[CH:13][C:12]([S:15][CH2:16][C:17](=O)[CH2:18][C:19](OCC)=[O:20])=[CH:11][CH:10]=1.C1(O)C=CC=CC=1. (5) Given the product [F:16][C:17]1[CH:18]=[CH:19][C:20]([C:23]2[C:24]([C:29]#[N:30])=[CH:25][CH:26]=[CH:27][CH:28]=2)=[CH:21][C:22]=1[C:2]1[N:6]2[CH:7]=[CH:8][C:9]([C:12]([OH:15])([CH3:14])[CH3:13])=[C:10]([F:11])[C:5]2=[N:4][CH:3]=1, predict the reactants needed to synthesize it. The reactants are: Br[C:2]1[N:6]2[CH:7]=[CH:8][C:9]([C:12]([OH:15])([CH3:14])[CH3:13])=[C:10]([F:11])[C:5]2=[N:4][CH:3]=1.[F:16][C:17]1[CH:22]=[CH:21][C:20]([C:23]2[C:24]([C:29]#[N:30])=[CH:25][CH:26]=[CH:27][CH:28]=2)=[CH:19][C:18]=1B1OC(C)(C)C(C)(C)O1. (6) Given the product [NH2:1][C:2]1[CH:7]=[CH:6][CH:5]=[CH:4][C:3]=1[NH:8][C:9](=[O:17])[C:10]1[CH:15]=[CH:14][C:13]([C:34]([CH2:35][NH:25][CH2:18][C:19]2[CH:24]=[CH:23][CH:22]=[CH:21][CH:20]=2)=[CH2:33])=[CH:12][CH:11]=1, predict the reactants needed to synthesize it. The reactants are: [NH2:1][C:2]1[CH:7]=[CH:6][CH:5]=[CH:4][C:3]=1[NH:8][C:9](=[O:17])[C:10]1[CH:15]=[CH:14][C:13](I)=[CH:12][CH:11]=1.[CH2:18]([NH2:25])[C:19]1[CH:24]=[CH:23][CH:22]=[CH:21][CH:20]=1.C(=O)([O-])[O-].[K+].[K+].O1C=[CH:35][CH:34]=[C:33]1P(C1OC=CC=1)C1OC=CC=1.C=C=C.